This data is from Forward reaction prediction with 1.9M reactions from USPTO patents (1976-2016). The task is: Predict the product of the given reaction. (1) Given the reactants [F:1][CH:2]([F:19])[CH2:3][NH:4][C:5]1[CH:6]=[N:7][CH:8]=[CH:9][C:10]=1[C:11]1[C:12]([O:17][CH3:18])=[N:13][CH:14]=[CH:15][CH:16]=1.[F:20][C:21]([F:36])([F:35])[C:22]1[CH:23]=[C:24]([CH:28]=[C:29]([C:31]([F:34])([F:33])[F:32])[N:30]=1)[C:25](O)=[O:26], predict the reaction product. The product is: [F:19][CH:2]([F:1])[CH2:3][N:4]([C:5]1[CH:6]=[N:7][CH:8]=[CH:9][C:10]=1[C:11]1[C:12]([O:17][CH3:18])=[N:13][CH:14]=[CH:15][CH:16]=1)[C:25](=[O:26])[C:24]1[CH:28]=[C:29]([C:31]([F:32])([F:33])[F:34])[N:30]=[C:22]([C:21]([F:36])([F:20])[F:35])[CH:23]=1. (2) Given the reactants C[O:2][C:3](=[O:44])[C:4]1[CH:9]=[C:8]([O:10][C:11]2[CH:16]=[CH:15][C:14]([NH:17][S:18]([C:21]3[CH:26]=[CH:25][C:24]([CH3:27])=[CH:23][CH:22]=3)(=[O:20])=[O:19])=[C:13]([NH:28][CH2:29][CH2:30][CH2:31][CH3:32])[CH:12]=2)[CH:7]=[CH:6][C:5]=1[NH:33][S:34]([C:37]1[CH:42]=[CH:41][C:40]([CH3:43])=[CH:39][CH:38]=1)(=[O:36])=[O:35], predict the reaction product. The product is: [CH2:29]([NH:28][C:13]1[CH:12]=[C:11]([CH:16]=[CH:15][C:14]=1[NH:17][S:18]([C:21]1[CH:26]=[CH:25][C:24]([CH3:27])=[CH:23][CH:22]=1)(=[O:20])=[O:19])[O:10][C:8]1[CH:7]=[CH:6][C:5]([NH:33][S:34]([C:37]2[CH:42]=[CH:41][C:40]([CH3:43])=[CH:39][CH:38]=2)(=[O:35])=[O:36])=[C:4]([CH:9]=1)[C:3]([OH:44])=[O:2])[CH2:30][CH2:31][CH3:32].